Task: Predict the reactants needed to synthesize the given product.. Dataset: Full USPTO retrosynthesis dataset with 1.9M reactions from patents (1976-2016) (1) Given the product [CH2:10]([O:17][CH2:18][C:19]([NH:8][C:7]1[C:2]([Cl:1])=[N:3][CH:4]=[N:5][C:6]=1[Cl:9])=[O:20])[C:11]1[CH:16]=[CH:15][CH:14]=[CH:13][CH:12]=1, predict the reactants needed to synthesize it. The reactants are: [Cl:1][C:2]1[C:7]([NH2:8])=[C:6]([Cl:9])[N:5]=[CH:4][N:3]=1.[CH2:10]([O:17][CH2:18][C:19](Cl)=[O:20])[C:11]1[CH:16]=[CH:15][CH:14]=[CH:13][CH:12]=1. (2) The reactants are: [O:1]=[C:2]([C:9]1[CH:10]=[N:11][CH:12]=[CH:13][CH:14]=1)[CH2:3][C:4]([O:6]CC)=O.[O:15]([C:22]1[CH:27]=[CH:26][CH:25]=[CH:24][CH:23]=1)C1C=CC=CC=1. Given the product [OH:15][C:22]1[C:23]([CH2:3][CH:2]=[C:9]([CH3:10])[CH3:14])=[C:24]2[C:25]([C:4](=[O:6])[CH:3]=[C:2]([C:9]3[CH:10]=[N:11][CH:12]=[CH:13][CH:14]=3)[O:1]2)=[CH:26][CH:27]=1, predict the reactants needed to synthesize it. (3) Given the product [CH2:2]([S:34]([C:15]1[N:19]([C:20]2[N:32]([CH3:33])[C:23]3=[N:24][CH:25]=[C:26]([C:28]([F:31])([F:29])[F:30])[CH:27]=[C:22]3[N:21]=2)[CH:18]=[CH:17][N:16]=1)(=[O:38])=[O:36])[CH3:11], predict the reactants needed to synthesize it. The reactants are: Cl[C:2]1C=C(C=C[CH:11]=1)C(OO)=O.C(S[C:15]1[N:19]([C:20]2[N:32]([CH3:33])[C:23]3=[N:24][CH:25]=[C:26]([C:28]([F:31])([F:30])[F:29])[CH:27]=[C:22]3[N:21]=2)[CH:18]=[CH:17][N:16]=1)C.[S:34]([O-:38])([O-])(=[O:36])=S.[Na+].[Na+].